Dataset: Full USPTO retrosynthesis dataset with 1.9M reactions from patents (1976-2016). Task: Predict the reactants needed to synthesize the given product. (1) Given the product [C:16]1([CH2:15][CH2:14][CH2:13][CH2:12][CH2:11][CH2:10][C:9]([C:22]2[O:23][C:24]([C:27]3[CH:32]=[CH:31][C:30]([S:33]([NH2:36])(=[O:35])=[O:34])=[CH:29][CH:28]=3)=[CH:25][N:26]=2)=[O:8])[CH:21]=[CH:20][CH:19]=[CH:18][CH:17]=1, predict the reactants needed to synthesize it. The reactants are: [Si]([O:8][CH:9]([C:22]1[O:23][C:24]([C:27]2[CH:32]=[CH:31][C:30]([S:33]([NH2:36])(=[O:35])=[O:34])=[CH:29][CH:28]=2)=[CH:25][N:26]=1)[CH2:10][CH2:11][CH2:12][CH2:13][CH2:14][CH2:15][C:16]1[CH:21]=[CH:20][CH:19]=[CH:18][CH:17]=1)(C(C)(C)C)(C)C.[Si](OC(C1OC([Sn](CCCC)(CCCC)CCCC)=CN=1)CCCCCCC1C=CC=CC=1)(C(C)(C)C)(C)C.BrC1C=CC(S(N)(=O)=O)=CC=1. (2) Given the product [C:21]([O:20][C:18]([NH:17][CH:12]([NH:11][C:9]([O:8][C:4]([CH3:7])([CH3:6])[CH3:5])=[O:10])[CH:13]1[CH2:14][N:15]([CH2:1][CH3:2])[CH2:16]1)=[O:19])([CH3:24])([CH3:23])[CH3:22], predict the reactants needed to synthesize it. The reactants are: [CH:1](=O)[CH3:2].[C:4]([O:8][C:9]([NH:11][CH:12]([NH:17][C:18]([O:20][C:21]([CH3:24])([CH3:23])[CH3:22])=[O:19])[CH:13]1[CH2:16][NH:15][CH2:14]1)=[O:10])([CH3:7])([CH3:6])[CH3:5]. (3) The reactants are: [CH3:1][OH:2].Cl.Cl.[NH2:5][C@@H:6]1[CH2:11][CH2:10][CH2:9][NH:8][CH2:7]1.[OH-:12].[Na+].[CH3:14][C:15]([CH3:17])=O. Given the product [CH3:14][C:15]1[CH:17]=[C:6]2[C:7](=[O:12])[N:5]([C@@H:6]3[CH2:11][CH2:10][CH2:9][NH:8][CH2:7]3)[C:1](=[O:2])[C:11]2=[CH:10][CH:9]=1, predict the reactants needed to synthesize it. (4) Given the product [NH2:10][C:6]1[N:5]=[C:4]([CH:3]=[O:2])[CH:9]=[CH:8][N:7]=1, predict the reactants needed to synthesize it. The reactants are: C[O:2][CH:3](OC)[C:4]1[CH:9]=[CH:8][N:7]=[C:6]([NH2:10])[N:5]=1.Cl.C([O-])(O)=O.[Na+]. (5) Given the product [F:1][C:2]1[CH:3]=[CH:4][C:5]([O:10][CH3:13])=[C:6]([CH:9]=1)[CH:7]=[O:8], predict the reactants needed to synthesize it. The reactants are: [F:1][C:2]1[CH:3]=[CH:4][C:5]([OH:10])=[C:6]([CH:9]=1)[CH:7]=[O:8].IC.[C:13](=O)([O-])[O-].[K+].[K+]. (6) Given the product [Cl:49][C:23]1[C:24]([CH2:29][O:30][C:31]2[C:39]3[N:38]=[C:37]([O:40][CH3:41])[N:36]([CH2:42][C:43]4[CH:48]=[CH:47][CH:46]=[CH:45][N:44]=4)[C:35]=3[CH:34]=[CH:33][CH:32]=2)=[C:25]([Cl:28])[CH:26]=[CH:27][C:22]=1[N:20]([CH3:21])[C:18](=[O:19])[CH2:17][NH:16][C:13](=[O:15])[CH2:12][CH2:11][CH:8]1[CH2:7][NH:6][C:5]([C:3]([NH:2][CH3:1])=[O:4])=[N:64][CH2:9]1, predict the reactants needed to synthesize it. The reactants are: [CH3:1][NH:2][C:3]([C:5]1C=[CH:9][C:8]([CH2:11][CH2:12][C:13]([OH:15])=O)=[CH:7][N:6]=1)=[O:4].[NH2:16][CH2:17][C:18]([N:20]([C:22]1[CH:27]=[CH:26][C:25]([Cl:28])=[C:24]([CH2:29][O:30][C:31]2[C:39]3[N:38]=[C:37]([O:40][CH3:41])[N:36]([CH2:42][C:43]4[CH:48]=[CH:47][CH:46]=[CH:45][N:44]=4)[C:35]=3[CH:34]=[CH:33][CH:32]=2)[C:23]=1[Cl:49])[CH3:21])=[O:19].ClC1C(COC2C3N=C(OC)[N:64](CC4C=CC=CN=4)C=3C=CC=2)=C(Cl)C=CC=1N(C)C(=O)CNC(=O)CCC1C=CC(C(NCCOC)=O)=CC=1. (7) Given the product [N:1]1([C:5]([C:7]2[CH:8]=[N:9][N:10]([CH3:27])[C:11]=2[C:12]([NH:14][C:15]2[CH:20]=[CH:19][N:18]3[N:21]=[C:22]([C:24]([NH:32][CH2:31][CH2:30][C:29]([F:34])([F:33])[F:28])=[O:26])[N:23]=[C:17]3[CH:16]=2)=[O:13])=[O:6])[CH2:2][CH2:3][CH2:4]1, predict the reactants needed to synthesize it. The reactants are: [N:1]1([C:5]([C:7]2[CH:8]=[N:9][N:10]([CH3:27])[C:11]=2[C:12]([NH:14][C:15]2[CH:20]=[CH:19][N:18]3[N:21]=[C:22]([C:24]([OH:26])=O)[N:23]=[C:17]3[CH:16]=2)=[O:13])=[O:6])[CH2:4][CH2:3][CH2:2]1.[F:28][C:29]([F:34])([F:33])[CH2:30][CH2:31][NH2:32].C(N(C(C)C)C(C)C)C.CCCP1(OP(CCC)(=O)OP(CCC)(=O)O1)=O.C(=O)(O)[O-].[Na+].